Predict which catalyst facilitates the given reaction. From a dataset of Catalyst prediction with 721,799 reactions and 888 catalyst types from USPTO. (1) Reactant: [CH3:1][N:2]1[C:10]2[C:5](=[CH:6][C:7]([NH:11][C:12]([NH:14][C:15]3[CH:16]=[C:17]([CH:28]=[CH:29][CH:30]=3)[O:18][C:19]3[CH:24]=[CH:23][N:22]=[C:21]([C:25]([OH:27])=O)[CH:20]=3)=[O:13])=[CH:8][CH:9]=2)[CH:4]=[N:3]1.[NH2:31][CH2:32][CH2:33][N:34]1[CH2:39][CH2:38][CH2:37][CH2:36][CH2:35]1.ON1C2C=CC=CC=2N=N1.Cl.CN(C)CCCN=C=NCC.CN1CCOCC1. Product: [CH3:1][N:2]1[C:10]2[C:5](=[CH:6][C:7]([NH:11][C:12]([NH:14][C:15]3[CH:16]=[C:17]([CH:28]=[CH:29][CH:30]=3)[O:18][C:19]3[CH:24]=[CH:23][N:22]=[C:21]([C:25]([NH:31][CH2:32][CH2:33][N:34]4[CH2:39][CH2:38][CH2:37][CH2:36][CH2:35]4)=[O:27])[CH:20]=3)=[O:13])=[CH:8][CH:9]=2)[CH:4]=[N:3]1. The catalyst class is: 3. (2) Reactant: [CH2:1]([O:3][C:4](=[O:28])[C:5]1[CH:10]=[CH:9][CH:8]=[C:7]([NH:11][C:12]2[N:17]3[N:18]=[CH:19][C:20]([CH2:21][CH2:22][CH2:23][CH2:24][C:25]#[N:26])=[C:16]3[N:15]=[C:14](Cl)[CH:13]=2)[CH:6]=1)[CH3:2].[C:29]1([NH2:36])[CH:34]=[CH:33][CH:32]=[C:31]([NH2:35])[CH:30]=1. Product: [CH2:1]([O:3][C:4](=[O:28])[C:5]1[CH:10]=[CH:9][CH:8]=[C:7]([NH:11][C:12]2[N:17]3[N:18]=[CH:19][C:20]([CH2:21][CH2:22][CH2:23][CH2:24][C:25]#[N:26])=[C:16]3[N:15]=[C:14]([NH:35][C:31]3[CH:32]=[CH:33][CH:34]=[C:29]([NH2:36])[CH:30]=3)[CH:13]=2)[CH:6]=1)[CH3:2]. The catalyst class is: 296. (3) Reactant: [C:1]([NH:4][C:5]1[N:10]=[C:9]([C:11]([NH2:13])=O)[CH:8]=[CH:7][CH:6]=1)(=O)[CH3:2].[H-].[H-].[H-].[H-].[Li+].[Al+3].[OH-].[Na+]. Product: [CH2:1]([NH:4][C:5]1[CH:6]=[CH:7][CH:8]=[C:9]([CH2:11][NH2:13])[N:10]=1)[CH3:2]. The catalyst class is: 1. (4) Reactant: [CH2:1]([C:3]1[CH:4]=[CH:5][C:6]([CH:9](O)[CH2:10][O:11][C:12]2[CH:19]=[CH:18][C:15]([CH:16]=[O:17])=[CH:14][CH:13]=2)=[N:7][CH:8]=1)[CH3:2].S(Cl)([Cl:23])=O.O. Product: [Cl:23][CH:9]([C:6]1[CH:5]=[CH:4][C:3]([CH2:1][CH3:2])=[CH:8][N:7]=1)[CH2:10][O:11][C:12]1[CH:19]=[CH:18][C:15]([CH:16]=[O:17])=[CH:14][CH:13]=1. The catalyst class is: 22. (5) Reactant: C([O:3][C:4]([C:6]1[N:7]=[N:8][N:9]([CH2:11][C:12]2[CH:17]=[CH:16][C:15]([CH2:18][OH:19])=[CH:14][CH:13]=2)[CH:10]=1)=[O:5])C.O.[OH-].[Li+]. Product: [OH:19][CH2:18][C:15]1[CH:16]=[CH:17][C:12]([CH2:11][N:9]2[CH:10]=[C:6]([C:4]([OH:5])=[O:3])[N:7]=[N:8]2)=[CH:13][CH:14]=1. The catalyst class is: 24. (6) Reactant: [OH-].[Na+].Br[O-].[C:5]([C:8]12[CH2:15][CH:14]3[CH2:16][C:10]([N:17]4[CH2:21][CH2:20][CH2:19][C:18]4=[O:22])([CH2:11][CH:12]1[CH2:13]3)[CH2:9]2)(=[O:7])C.C(O)(=[O:25])C. Product: [O:22]=[C:18]1[CH2:19][CH2:20][CH2:21][N:17]1[C:10]12[CH2:16][CH:14]3[CH2:13][CH:12]([CH2:11]1)[C:8]([C:5]([OH:7])=[O:25])([CH2:15]3)[CH2:9]2. The catalyst class is: 38.